Dataset: Full USPTO retrosynthesis dataset with 1.9M reactions from patents (1976-2016). Task: Predict the reactants needed to synthesize the given product. (1) Given the product [C:1]([O:5][C:6]([NH:7][C@H:8]([C:9]([CH3:12])([CH3:11])[CH3:10])[CH2:13][O:14][S:24]([CH3:23])(=[O:26])=[O:25])=[O:15])([CH3:4])([CH3:2])[CH3:3], predict the reactants needed to synthesize it. The reactants are: [C:1]([O:5][C:6](=[O:15])[NH:7][C@@H:8]([CH2:13][OH:14])[C:9]([CH3:12])([CH3:11])[CH3:10])([CH3:4])([CH3:3])[CH3:2].C(N(CC)CC)C.[CH3:23][S:24](Cl)(=[O:26])=[O:25].ClCCl. (2) Given the product [CH3:41][O:26][C:25](=[O:27])[NH:24][C@@H:28]1[CH2:32][CH2:31][N:30]([C@H:33]2[CH2:38][CH2:37][C@H:36]([NH:39][C:2]3[CH:3]=[C:4]([N:10]4[C:14]5[CH:15]=[CH:16][CH:17]=[CH:18][C:13]=5[N:12]=[C:11]4[CH:19]([F:21])[F:20])[N:5]=[C:6]([S:8][CH3:9])[N:7]=3)[CH2:35][CH2:34]2)[C:29]1=[O:40], predict the reactants needed to synthesize it. The reactants are: Cl[C:2]1[N:7]=[C:6]([S:8][CH3:9])[N:5]=[C:4]([N:10]2[C:14]3[CH:15]=[CH:16][CH:17]=[CH:18][C:13]=3[N:12]=[C:11]2[CH:19]([F:21])[F:20])[CH:3]=1.Cl.C[N:24]([C@@H:28]1[CH2:32][CH2:31][N:30]([C@H:33]2[CH2:38][CH2:37][C@H:36]([NH2:39])[CH2:35][CH2:34]2)[C:29]1=[O:40])[C:25](=[O:27])[OH:26].[C:41](=O)([O-])[O-].[K+].[K+].C(N(C(C)C)C(C)C)C. (3) Given the product [CH3:9][O:8][C:6](=[O:7])/[C:5](=[N:11]\[OH:12])/[C:4]([CH:1]1[CH2:3][CH2:2]1)=[O:10], predict the reactants needed to synthesize it. The reactants are: [CH:1]1([C:4](=[O:10])[CH2:5][C:6]([O:8][CH3:9])=[O:7])[CH2:3][CH2:2]1.[N:11]([O-])=[O:12].[Na+]. (4) The reactants are: [F:1][C:2]1[CH:7]=[CH:6][C:5]([C:8]2[N:9]=[C:10](SC)[N:11]=[N:12][CH:13]=2)=[CH:4][C:3]=1[C:16]1[CH:17]=[N:18][CH:19]=[CH:20][CH:21]=1.[F:22][C:23]1[CH:28]=[C:27]([F:29])[CH:26]=[CH:25][C:24]=1B(O)O. Given the product [F:22][C:23]1[CH:28]=[C:27]([F:29])[CH:26]=[CH:25][C:24]=1[C:10]1[N:11]=[N:12][CH:13]=[C:8]([C:5]2[CH:6]=[CH:7][C:2]([F:1])=[C:3]([C:16]3[CH:17]=[N:18][CH:19]=[CH:20][CH:21]=3)[CH:4]=2)[N:9]=1, predict the reactants needed to synthesize it. (5) Given the product [CH2:1]([O:3][C:4]([N:6]1[CH2:11][CH2:10][C:9]([CH2:12][CH2:13][NH2:14])([NH:15][C:16]([O:18][C:19]([CH3:20])([CH3:21])[CH3:22])=[O:17])[CH2:8][CH2:7]1)=[O:5])[CH3:2], predict the reactants needed to synthesize it. The reactants are: [CH2:1]([O:3][C:4]([N:6]1[CH2:11][CH2:10][C:9]([NH:15][C:16]([O:18][C:19]([CH3:22])([CH3:21])[CH3:20])=[O:17])([CH2:12][C:13]#[N:14])[CH2:8][CH2:7]1)=[O:5])[CH3:2].